Dataset: NCI-60 drug combinations with 297,098 pairs across 59 cell lines. Task: Regression. Given two drug SMILES strings and cell line genomic features, predict the synergy score measuring deviation from expected non-interaction effect. (1) Drug 1: CC1=CC2C(CCC3(C2CCC3(C(=O)C)OC(=O)C)C)C4(C1=CC(=O)CC4)C. Drug 2: C(CN)CNCCSP(=O)(O)O. Cell line: NCI/ADR-RES. Synergy scores: CSS=-8.96, Synergy_ZIP=4.33, Synergy_Bliss=2.52, Synergy_Loewe=-2.17, Synergy_HSA=-3.00. (2) Drug 1: CC1CCC2CC(C(=CC=CC=CC(CC(C(=O)C(C(C(=CC(C(=O)CC(OC(=O)C3CCCCN3C(=O)C(=O)C1(O2)O)C(C)CC4CCC(C(C4)OC)O)C)C)O)OC)C)C)C)OC. Drug 2: CC1CCC2CC(C(=CC=CC=CC(CC(C(=O)C(C(C(=CC(C(=O)CC(OC(=O)C3CCCCN3C(=O)C(=O)C1(O2)O)C(C)CC4CCC(C(C4)OC)OCCO)C)C)O)OC)C)C)C)OC. Cell line: UACC62. Synergy scores: CSS=12.1, Synergy_ZIP=-1.68, Synergy_Bliss=2.70, Synergy_Loewe=-4.53, Synergy_HSA=2.19. (3) Drug 1: CCN(CC)CCNC(=O)C1=C(NC(=C1C)C=C2C3=C(C=CC(=C3)F)NC2=O)C. Drug 2: C(CN)CNCCSP(=O)(O)O. Cell line: UO-31. Synergy scores: CSS=-3.66, Synergy_ZIP=2.52, Synergy_Bliss=0.486, Synergy_Loewe=-5.91, Synergy_HSA=-5.52. (4) Drug 1: CC1=C2C(C(=O)C3(C(CC4C(C3C(C(C2(C)C)(CC1OC(=O)C(C(C5=CC=CC=C5)NC(=O)OC(C)(C)C)O)O)OC(=O)C6=CC=CC=C6)(CO4)OC(=O)C)OC)C)OC. Drug 2: C1=CC(=C2C(=C1NCCNCCO)C(=O)C3=C(C=CC(=C3C2=O)O)O)NCCNCCO. Cell line: UACC62. Synergy scores: CSS=51.0, Synergy_ZIP=-0.325, Synergy_Bliss=-1.83, Synergy_Loewe=2.81, Synergy_HSA=5.02.